This data is from Full USPTO retrosynthesis dataset with 1.9M reactions from patents (1976-2016). The task is: Predict the reactants needed to synthesize the given product. (1) Given the product [CH:34]1([CH2:37][NH:38][C:27](=[O:28])[C:26]2[CH:30]=[CH:31][C:23]([C:21]3[CH:20]=[CH:19][C:18]4[N:14]([C:10]5[CH:11]=[CH:12][CH:13]=[C:8]([NH:7][C:5]([NH:4][CH2:3][C:2]([F:32])([F:33])[F:1])=[O:6])[CH:9]=5)[CH:15]=[N:16][C:17]=4[CH:22]=3)=[CH:24][CH:25]=2)[CH2:36][CH2:35]1, predict the reactants needed to synthesize it. The reactants are: [F:1][C:2]([F:33])([F:32])[CH2:3][NH:4][C:5]([NH:7][C:8]1[CH:9]=[C:10]([N:14]2[C:18]3[CH:19]=[CH:20][C:21]([C:23]4[CH:31]=[CH:30][C:26]([C:27](O)=[O:28])=[CH:25][CH:24]=4)=[CH:22][C:17]=3[N:16]=[CH:15]2)[CH:11]=[CH:12][CH:13]=1)=[O:6].[CH:34]1([CH2:37][NH2:38])[CH2:36][CH2:35]1.F[P-](F)(F)(F)(F)F.N1(O[P+](N(C)C)(N(C)C)N(C)C)C2C=CC=CC=2N=N1.C(N(CC)C(C)C)(C)C. (2) Given the product [CH3:1][C:2]1[C:7]([NH:8][C:9]([C:11]2[CH:12]=[CH:13][C:14]3[C@@:20]4([CH2:26][C:27]5[CH:28]=[CH:29][CH:30]=[CH:31][CH:32]=5)[CH2:21][CH2:22][C@H:23]([OH:25])[CH2:24][C@H:19]4[CH2:18][CH2:17][CH2:16][C:15]=3[CH:33]=2)=[O:10])=[CH:6][CH:5]=[CH:4][N:3]=1.[CH3:34][C:35]1[C:40]([NH:41][C:42]([C:44]2[CH:45]=[CH:46][C:47]3[C@:53]4([CH2:59][C:60]5[CH:61]=[CH:62][CH:63]=[CH:64][CH:65]=5)[CH2:54][CH2:55][C@@H:56]([OH:58])[CH2:57][C@@H:52]4[CH2:51][CH2:50][CH2:49][C:48]=3[CH:66]=2)=[O:43])=[CH:39][CH:38]=[CH:37][N:36]=1, predict the reactants needed to synthesize it. The reactants are: [CH3:1][C:2]1[C:7]([NH:8][C:9]([C:11]2[CH:12]=[CH:13][C:14]3[C@@:20]4([CH2:26][C:27]5[CH:32]=[CH:31][CH:30]=[CH:29][CH:28]=5)[CH2:21][CH2:22][C@@H:23]([OH:25])[CH2:24][C@H:19]4[CH2:18][CH2:17][CH2:16][C:15]=3[CH:33]=2)=[O:10])=[CH:6][CH:5]=[CH:4][N:3]=1.[CH3:34][C:35]1[C:40]([NH:41][C:42]([C:44]2[CH:45]=[CH:46][C:47]3[C@:53]4([CH2:59][C:60]5[CH:65]=[CH:64][CH:63]=[CH:62][CH:61]=5)[CH2:54][CH2:55][C@H:56]([OH:58])[CH2:57][C@@H:52]4[CH2:51][CH2:50][CH2:49][C:48]=3[CH:66]=2)=[O:43])=[CH:39][CH:38]=[CH:37][N:36]=1.C1(P(C2C=CC=CC=2)C2C=CC=CC=2)C=CC=CC=1.C1C=CC(COC(/N=N/C(OCC2C=CC=CC=2)=O)=O)=CC=1.[N+](C1C=CC(C(O)=O)=CC=1)([O-])=O.[OH-].[Na+]. (3) Given the product [NH:36]1[C:37]2[C:33](=[CH:32][C:31]([O:30][C:2]3[C:11]4[C:6](=[CH:7][C:8]([O:14][CH2:15][CH2:16][CH2:17][N:18]([CH3:23])[S:19]([CH3:22])(=[O:21])=[O:20])=[C:9]([O:12][CH3:13])[CH:10]=4)[N:5]=[CH:4][N:3]=3)=[CH:39][CH:38]=2)[CH:34]=[CH:35]1, predict the reactants needed to synthesize it. The reactants are: Cl[C:2]1[C:11]2[C:6](=[CH:7][C:8]([O:14][CH2:15][CH2:16][CH2:17][N:18]([CH3:23])[S:19]([CH3:22])(=[O:21])=[O:20])=[C:9]([O:12][CH3:13])[CH:10]=2)[N:5]=[CH:4][N:3]=1.C(=O)([O-])[O-].[K+].[K+].[OH:30][C:31]1[CH:32]=[C:33]2[C:37](=[CH:38][CH:39]=1)[NH:36][CH:35]=[CH:34]2.